This data is from Full USPTO retrosynthesis dataset with 1.9M reactions from patents (1976-2016). The task is: Predict the reactants needed to synthesize the given product. (1) Given the product [CH3:13][O:14][C:15]1[CH:23]=[CH:22][CH:21]=[CH:20][C:16]=1[C:17]([N:2]([CH3:1])[CH2:3][CH2:4][C:5]#[C:6][C:7]1[CH:12]=[CH:11][CH:10]=[CH:9][N:8]=1)=[O:18], predict the reactants needed to synthesize it. The reactants are: [CH3:1][NH:2][CH2:3][CH2:4][C:5]#[C:6][C:7]1[CH:12]=[CH:11][CH:10]=[CH:9][N:8]=1.[CH3:13][O:14][C:15]1[CH:23]=[CH:22][CH:21]=[CH:20][C:16]=1[C:17](Cl)=[O:18]. (2) Given the product [N:14]([C:17]1[CH:18]=[CH:22][C:23]([C:49]([N:9]2[CH2:10][CH2:11][C:5]3[CH:4]=[C:3]([O:2][CH3:1])[CH:13]=[CH:12][C:6]=3[CH2:7][CH2:8]2)=[O:50])=[CH:24][CH:25]=1)=[N+:15]=[N-:16], predict the reactants needed to synthesize it. The reactants are: [CH3:1][O:2][C:3]1[CH:13]=[CH:12][C:6]2[CH2:7][CH2:8][NH:9][CH2:10][CH2:11][C:5]=2[CH:4]=1.[N:14]([C:17]1[CH:25]=[CH:24][CH:23]=[CH:22][C:18]=1C(O)=O)=[N+:15]=[N-:16].CCN=C=NCCCN(C)C.Cl.CCN(C(C)C)C(C)C.C1C[O:50][CH2:49]C1.